From a dataset of Reaction yield outcomes from USPTO patents with 853,638 reactions. Predict the reaction yield, written as a fraction of the theoretical maximum amount of product (1.0 means a 100% yield; for example, 0.34 means a 34% yield). (1) The reactants are [Cl:1][C:2]1[N:7]=[CH:6][C:5]([N:8]([CH3:22])[C:9](=[O:21])[C:10]([C:13]2[CH:18]=[C:17]([OH:19])[CH:16]=[C:15]([Cl:20])[CH:14]=2)([CH3:12])[CH3:11])=[C:4]([C:23]2[CH:28]=[CH:27][CH:26]=[CH:25][C:24]=2[Cl:29])[CH:3]=1.CN(C)C=O.Cl[C:36]([F:43])([F:42])C(OCC)=O. The catalyst is O. The product is [Cl:1][C:2]1[N:7]=[CH:6][C:5]([N:8]([CH3:22])[C:9](=[O:21])[C:10]([C:13]2[CH:18]=[C:17]([O:19][CH:36]([F:43])[F:42])[CH:16]=[C:15]([Cl:20])[CH:14]=2)([CH3:11])[CH3:12])=[C:4]([C:23]2[CH:28]=[CH:27][CH:26]=[CH:25][C:24]=2[Cl:29])[CH:3]=1. The yield is 0.490. (2) The reactants are [Br:1][C:2]1[CH:3]=[N:4][CH:5]=[C:6]([C:10]=1[CH3:11])[C:7]([OH:9])=[O:8].[CH2:12](Cl)Cl.CO.C[Si](C=[N+]=[N-])(C)C. The catalyst is CCOCC. The product is [Br:1][C:2]1[CH:3]=[N:4][CH:5]=[C:6]([C:10]=1[CH3:11])[C:7]([O:9][CH3:12])=[O:8]. The yield is 1.00. (3) The reactants are CO[C:3](=[O:21])[C:4]1[CH:9]=[C:8]([C:10]2[CH:15]=[CH:14][N:13]=[N:12][CH:11]=2)[C:7]([C:16]([F:19])([F:18])[F:17])=[CH:6][C:5]=1[NH2:20].ClC([O:25][C:26]1C=CC(Cl)=CC=1)=O.[CH3:33][S:34]([NH:37][NH2:38])(=[O:36])=[O:35].CCN(C(C)C)C(C)C. The catalyst is O1CCOCC1. The product is [O:25]=[C:26]1[N:38]([NH:37][S:34]([CH3:33])(=[O:36])=[O:35])[C:3](=[O:21])[C:4]2[C:5](=[CH:6][C:7]([C:16]([F:19])([F:18])[F:17])=[C:8]([C:10]3[CH:15]=[CH:14][N:13]=[N:12][CH:11]=3)[CH:9]=2)[NH:20]1. The yield is 0.390. (4) The reactants are [O:1]1[C:5]2[CH:6]=[CH:7][C:8]([C:10]3([C:13]([NH:15][C:16]4[CH:17]=[C:18]5[C:22](=[CH:23][C:24]=4[F:25])[NH:21][CH:20]([C:26]([CH3:29])([CH3:28])[CH3:27])[CH2:19]5)=[O:14])[CH2:12][CH2:11]3)=[CH:9][C:4]=2[O:3][CH2:2]1.[CH2:30]([O:37]CCC=O)[C:31]1C=CC=C[CH:32]=1.[BH-](OC(C)=O)(OC(C)=O)OC(C)=O.[Na+]. The catalyst is ClCCl. The product is [O:1]1[C:5]2[CH:6]=[CH:7][C:8]([C:10]3([C:13]([NH:15][C:16]4[CH:17]=[C:18]5[C:22](=[CH:23][C:24]=4[F:25])[N:21]([CH2:32][CH2:31][CH2:30][OH:37])[C:20]([C:26]([CH3:29])([CH3:28])[CH3:27])=[CH:19]5)=[O:14])[CH2:12][CH2:11]3)=[CH:9][C:4]=2[O:3][CH2:2]1. The yield is 0.0800. (5) The reactants are [CH2:1]([N:4]1[C:13](=[O:14])[C:12]2[C:11](C)(C)[CH2:10][C:9]3[CH:17]=[C:18](OC)[CH:19]=CC=3[C:7]=2[N:6]=[C:5]1[S:23][CH2:24]COC)[CH:2]=[CH2:3].NC(N)=S.COCCOS([C:40]1[CH:45]=[CH:44][C:43]([CH3:46])=[CH:42][CH:41]=1)(=O)=O. No catalyst specified. The product is [CH2:1]([N:4]1[C:13](=[O:14])[C:12]2[C:11]3([CH2:10][CH2:9][CH2:17][CH2:18][CH2:19]3)[CH2:46][C:43]3[CH:44]=[CH:45][CH:40]=[CH:41][C:42]=3[C:7]=2[N:6]=[C:5]1[S:23][CH3:24])[CH:2]=[CH2:3]. The yield is 0.730. (6) The reactants are O[CH2:2][C:3]12[CH2:12][CH:7]3[CH2:8][CH:9]([CH2:11][C:5]([C:13]([O:15][CH3:16])=[O:14])([CH2:6]3)[CH2:4]1)[CH2:10]2.N1C=CC=CC=1.FC(F)(F)S(OS(C(F)(F)F)(=O)=O)(=O)=O.[CH3:38][C:39]1[CH:40]=[CH:41][C:42]([NH:45][CH:46]2[CH2:51][CH2:50][NH:49][CH2:48][CH2:47]2)=[N:43][CH:44]=1. The catalyst is C(Cl)Cl.O. The product is [CH3:38][C:39]1[CH:40]=[CH:41][C:42]([NH:45][CH:46]2[CH2:51][CH2:50][N:49]([CH2:10][C:9]34[CH2:2][CH:3]5[CH2:12][CH:7]([CH2:6][C:5]([C:13]([O:15][CH3:16])=[O:14])([CH2:4]5)[CH2:11]3)[CH2:8]4)[CH2:48][CH2:47]2)=[N:43][CH:44]=1. The yield is 0.820. (7) The catalyst is O1CCCC1.O.C(OCC)(=O)C. The yield is 0.970. The product is [OH:13][CH2:12][C:9]1[CH:10]=[N:11][C:5]2[N:4]3[CH2:16][CH2:17][CH2:18][CH2:19][C@H:3]3[C:2](=[O:1])[NH:7][C:6]=2[CH:8]=1. The reactants are [O:1]=[C:2]1[NH:7][C:6]2[CH:8]=[C:9]([C:12](OC)=[O:13])[CH:10]=[N:11][C:5]=2[N:4]2[CH2:16][CH2:17][CH2:18][CH2:19][C@@H:3]12.[H-].[Na+].[H-].[H-].[H-].[H-].[Li+].[Al+3].CO. (8) The reactants are [Br:1][C:2]1[CH:3]=[CH:4][C:5]([O:12][CH3:13])=[C:6]([S:8](Cl)(=[O:10])=[O:9])[CH:7]=1.CCN(CC)CC.[CH3:21][O:22][NH2:23]. The catalyst is C(Cl)Cl. The product is [Br:1][C:2]1[CH:3]=[CH:4][C:5]([O:12][CH3:13])=[C:6]([S:8]([NH:23][O:22][CH3:21])(=[O:10])=[O:9])[CH:7]=1. The yield is 0.840.